From a dataset of hERG Central: cardiac toxicity at 1µM, 10µM, and general inhibition. Predict hERG channel inhibition at various concentrations. The drug is CC1CCN(CCOc2ccccc2-c2ccccc2)CC1.O=C(O)C(=O)O. Results: hERG_inhib (hERG inhibition (general)): blocker.